This data is from Forward reaction prediction with 1.9M reactions from USPTO patents (1976-2016). The task is: Predict the product of the given reaction. (1) The product is: [CH:1]([N:4]1[CH2:5][CH2:6][N:7]([C:10]([C@H:12]2[CH2:13][CH2:14][C@H:15]([O:18][C:19]3[CH:20]=[CH:21][C:22]([C:23]4[O:24][N:43]=[C:40]([CH3:41])[N:42]=4)=[CH:26][CH:27]=3)[CH2:16][CH2:17]2)=[O:11])[CH2:8][CH2:9]1)([CH3:3])[CH3:2]. Given the reactants [CH:1]([N:4]1[CH2:9][CH2:8][N:7]([C:10]([C@H:12]2[CH2:17][CH2:16][C@H:15]([O:18][C:19]3[CH:27]=[CH:26][C:22]([C:23](O)=[O:24])=[CH:21][CH:20]=3)[CH2:14][CH2:13]2)=[O:11])[CH2:6][CH2:5]1)([CH3:3])[CH3:2].C(N1C=CN=C1)(N1C=CN=C1)=O.[C:40](=[N:43]O)([NH2:42])[CH3:41].[H-].[Na+], predict the reaction product. (2) Given the reactants CS(Cl)(=O)=O.O[CH2:7][CH2:8][N:9]([CH2:17][C:18](=[O:34])[NH:19][C:20]1[CH:25]=[CH:24][C:23]([O:26][CH2:27][C:28]2[CH:33]=[CH:32][CH:31]=[CH:30][CH:29]=2)=[CH:22][CH:21]=1)[C:10](=[O:16])[O:11][C:12]([CH3:15])([CH3:14])[CH3:13], predict the reaction product. The product is: [O:34]=[C:18]1[N:19]([C:20]2[CH:25]=[CH:24][C:23]([O:26][CH2:27][C:28]3[CH:29]=[CH:30][CH:31]=[CH:32][CH:33]=3)=[CH:22][CH:21]=2)[CH2:7][CH2:8][N:9]([C:10]([O:11][C:12]([CH3:15])([CH3:13])[CH3:14])=[O:16])[CH2:17]1. (3) Given the reactants [H-].[Na+].[O:3]=[C:4]1[CH2:10][CH2:9][N:8]([C:11]([O:13][C:14]([CH3:17])([CH3:16])[CH3:15])=[O:12])[CH2:7][CH2:6][CH:5]1[C:18]([O:20][CH2:21][CH3:22])=[O:19].[B-](F)(F)(F)[F:24].[B-](F)(F)(F)F.C1[N+]2(CCl)CC[N+](F)(CC2)C1, predict the reaction product. The product is: [F:24][C:5]1([C:18]([O:20][CH2:21][CH3:22])=[O:19])[C:4](=[O:3])[CH2:10][CH2:9][N:8]([C:11]([O:13][C:14]([CH3:17])([CH3:16])[CH3:15])=[O:12])[CH2:7][CH2:6]1. (4) Given the reactants [C:1]1([N:7]2[CH2:12][CH2:11][CH:10]([C:13]([OH:15])=O)[CH2:9][CH2:8]2)[CH:6]=[CH:5][CH:4]=[CH:3][CH:2]=1.[C:16]([C:20]1[N:25]=[C:24]([N:26]2[CH2:31][CH2:30][N:29]([CH2:32][CH2:33][CH2:34][CH2:35][NH2:36])[CH2:28][CH2:27]2)[CH:23]=[C:22]([C:37]([F:40])([F:39])[F:38])[N:21]=1)([CH3:19])([CH3:18])[CH3:17], predict the reaction product. The product is: [C:16]([C:20]1[N:25]=[C:24]([N:26]2[CH2:31][CH2:30][N:29]([CH2:32][CH2:33][CH2:34][CH2:35][NH:36][C:13]([CH:10]3[CH2:9][CH2:8][N:7]([C:1]4[CH:2]=[CH:3][CH:4]=[CH:5][CH:6]=4)[CH2:12][CH2:11]3)=[O:15])[CH2:28][CH2:27]2)[CH:23]=[C:22]([C:37]([F:39])([F:40])[F:38])[N:21]=1)([CH3:19])([CH3:17])[CH3:18]. (5) Given the reactants [CH3:1][S:2]([C:5]1[CH:10]=[CH:9][C:8]([N:11]2[C:15]3=[N:16][CH:17]=[N:18][C:19]([NH:20][CH:21]4[CH2:26][CH2:25][NH:24][CH2:23][CH2:22]4)=[C:14]3[CH:13]=[N:12]2)=[CH:7][CH:6]=1)(=[O:4])=[O:3].BrC1C=[C:32]([C:34]([F:37])([F:36])[F:35])[CH:31]=[CH:30]N=1.C(=O)([O-])[O-].[K+].[K+].[CH3:44][N:45]([CH:47]=O)C, predict the reaction product. The product is: [CH3:1][S:2]([C:5]1[CH:10]=[CH:9][C:8]([N:11]2[C:15]3=[N:16][CH:17]=[N:18][C:19]([NH:20][CH:21]4[CH2:26][CH2:25][N:24]([C:44]5[CH:30]=[CH:31][C:32]([C:34]([F:37])([F:36])[F:35])=[CH:47][N:45]=5)[CH2:23][CH2:22]4)=[C:14]3[CH:13]=[N:12]2)=[CH:7][CH:6]=1)(=[O:3])=[O:4]. (6) Given the reactants [ClH:1].[F:2][C:3]([F:29])([F:28])[C:4]1[CH:9]=[CH:8][C:7]([C@:10]23[CH2:15][C@H:14]2[CH2:13][N:12]([CH2:16][CH2:17][CH2:18][CH2:19][N:20]2[CH:25]=[CH:24][C:23](=O)[NH:22][C:21]2=[O:27])[CH2:11]3)=[CH:6][CH:5]=1.COC1C=CC(P2(SP(C3C=CC(OC)=CC=3)(=S)S2)=[S:39])=CC=1, predict the reaction product. The product is: [ClH:1].[S:39]=[C:23]1[CH:24]=[CH:25][N:20]([CH2:19][CH2:18][CH2:17][CH2:16][N:12]2[CH2:13][C@H:14]3[C@:10]([C:7]4[CH:8]=[CH:9][C:4]([C:3]([F:29])([F:28])[F:2])=[CH:5][CH:6]=4)([CH2:15]3)[CH2:11]2)[C:21](=[O:27])[NH:22]1. (7) Given the reactants [F:1][C:2]([F:16])([F:15])[C:3]1[CH:14]=[CH:13][C:6]([CH:7]=[C:8]([C:11]#[N:12])[C:9]#[N:10])=[CH:5][CH:4]=1.[BH4-].[Na+].Cl, predict the reaction product. The product is: [F:1][C:2]([F:15])([F:16])[C:3]1[CH:4]=[CH:5][C:6]([CH2:7][CH:8]([C:11]#[N:12])[C:9]#[N:10])=[CH:13][CH:14]=1. (8) Given the reactants [NH2:1][CH2:2][C@H:3]1[CH2:7][C@@H:6]([NH:8][S:9]([C:12]2[CH:17]=[C:16]([Cl:18])[CH:15]=[CH:14][C:13]=2[O:19][CH3:20])(=[O:11])=[O:10])[CH2:5][N:4]1[C:21]([O:23][C:24]([CH3:27])([CH3:26])[CH3:25])=[O:22].Cl[C:29]([O:31][C:32]1[CH:37]=[CH:36][CH:35]=[CH:34][CH:33]=1)=[O:30], predict the reaction product. The product is: [Cl:18][C:16]1[CH:15]=[CH:14][C:13]([O:19][CH3:20])=[C:12]([S:9]([NH:8][C@H:6]2[CH2:5][N:4]([C:21]([O:23][C:24]([CH3:27])([CH3:26])[CH3:25])=[O:22])[C@@H:3]([CH2:2][NH:1][C:29]([O:31][C:32]3[CH:37]=[CH:36][CH:35]=[CH:34][CH:33]=3)=[O:30])[CH2:7]2)(=[O:11])=[O:10])[CH:17]=1.